This data is from Forward reaction prediction with 1.9M reactions from USPTO patents (1976-2016). The task is: Predict the product of the given reaction. (1) Given the reactants C[O:2][C:3](=O)[C@H:4]([NH:26][C:27]([O:29][C:30]([CH3:33])([CH3:32])[CH3:31])=[O:28])[CH2:5][C:6]1[CH:11]=[CH:10][C:9]([O:12][C:13]2[CH:18]=[CH:17][C:16]([O:19][C:20]3[CH:25]=[CH:24][CH:23]=[CH:22][CH:21]=3)=[CH:15][CH:14]=2)=[CH:8][CH:7]=1.[Cl-].[Li+].[BH4-].[Na+].Cl, predict the reaction product. The product is: [C:30]([O:29][C:27](=[O:28])[NH:26][C@@H:4]([CH2:3][OH:2])[CH2:5][C:6]1[CH:11]=[CH:10][C:9]([O:12][C:13]2[CH:18]=[CH:17][C:16]([O:19][C:20]3[CH:21]=[CH:22][CH:23]=[CH:24][CH:25]=3)=[CH:15][CH:14]=2)=[CH:8][CH:7]=1)([CH3:31])([CH3:33])[CH3:32]. (2) Given the reactants Br[C:2]1[CH:7]=[C:6]([O:8][CH3:9])[CH:5]=[CH:4][N:3]=1.[CH:10]([C:12]1[CH:13]=[C:14](B(O)O)[CH:15]=[CH:16][CH:17]=1)=[O:11], predict the reaction product. The product is: [CH3:9][O:8][C:6]1[CH:5]=[CH:4][N:3]=[C:2]([C:16]2[CH:17]=[C:12]([CH:13]=[CH:14][CH:15]=2)[CH:10]=[O:11])[CH:7]=1. (3) Given the reactants [N+:1]([C:4]1[CH:11]=[CH:10][C:7]([C:8]#[N:9])=[CH:6][C:5]=1[NH:12][C:13]1[CH:14]=[C:15]([CH3:19])[CH:16]=[CH:17][CH:18]=1)([O-])=O.[O-]S(S([O-])=O)=O.[Na+].[Na+], predict the reaction product. The product is: [NH2:1][C:4]1[CH:11]=[CH:10][C:7]([C:8]#[N:9])=[CH:6][C:5]=1[NH:12][C:13]1[CH:14]=[C:15]([CH3:19])[CH:16]=[CH:17][CH:18]=1. (4) Given the reactants [Al].[Cl:2][C:3]1[C:4]2[C:11](I)=[CH:10][NH:9][C:5]=2[N:6]=[CH:7][N:8]=1.[CH3:13][Si:14]([C:17]#[CH:18])([CH3:16])[CH3:15].C(N(CC)CC)C, predict the reaction product. The product is: [Cl:2][C:3]1[C:4]2[C:11]([C:18]#[C:17][Si:14]([CH3:16])([CH3:15])[CH3:13])=[CH:10][NH:9][C:5]=2[N:6]=[CH:7][N:8]=1.